Dataset: Full USPTO retrosynthesis dataset with 1.9M reactions from patents (1976-2016). Task: Predict the reactants needed to synthesize the given product. (1) Given the product [F:21][C:22]([F:31])([F:32])[C:23]1[CH:24]=[C:25]([CH:28]=[CH:29][CH:30]=1)[CH2:26][N:1]1[CH2:5][CH2:4][CH2:3][C@@H:2]1[C:6]([NH:8][C@H:9]([C:11]1[CH:12]=[CH:13][C:14]([C:15]([O:17][CH3:18])=[O:16])=[CH:19][CH:20]=1)[CH3:10])=[O:7], predict the reactants needed to synthesize it. The reactants are: [NH:1]1[CH2:5][CH2:4][CH2:3][C@@H:2]1[C:6]([NH:8][C@H:9]([C:11]1[CH:20]=[CH:19][C:14]([C:15]([O:17][CH3:18])=[O:16])=[CH:13][CH:12]=1)[CH3:10])=[O:7].[F:21][C:22]([F:32])([F:31])[C:23]1[CH:24]=[C:25]([CH:28]=[CH:29][CH:30]=1)[CH2:26]Br.C([O-])([O-])=O.[Na+].[Na+]. (2) Given the product [C:1]([O:5][C:6](=[O:17])[NH:7][C@H:8]([C:10]1[CH:15]=[CH:14][CH:13]=[C:12]([O:16][C:19]2[CH:24]=[CH:23][CH:22]=[CH:21][N:20]=2)[CH:11]=1)[CH3:9])([CH3:2])([CH3:3])[CH3:4], predict the reactants needed to synthesize it. The reactants are: [C:1]([O:5][C:6](=[O:17])[NH:7][C@H:8]([C:10]1[CH:15]=[CH:14][CH:13]=[C:12]([OH:16])[CH:11]=1)[CH3:9])([CH3:4])([CH3:3])[CH3:2].Br[C:19]1[CH:24]=[CH:23][CH:22]=[CH:21][N:20]=1.C(=O)([O-])[O-].[K+].[K+]. (3) Given the product [CH3:17][C:4]1[CH:3]=[C:2]([CH2:18][CH:19]([CH3:21])[CH3:20])[C:10]2[N:9]3[CH2:11][CH2:12][CH2:13][NH:14][C:15](=[O:16])[C:8]3=[CH:7][C:6]=2[CH:5]=1, predict the reactants needed to synthesize it. The reactants are: Br[C:2]1[C:10]2[N:9]3[CH2:11][CH2:12][CH2:13][NH:14][C:15](=[O:16])[C:8]3=[CH:7][C:6]=2[CH:5]=[C:4]([CH3:17])[CH:3]=1.[CH2:18](B(O)O)[CH:19]([CH3:21])[CH3:20]. (4) Given the product [F:1][C:2]1[CH:3]=[C:4]([C:9]2([CH2:15][CH2:16][C:17]3[O:19][N:23]=[C:22]([C:24]4[C:25](=[O:31])[NH:26][C:27]([CH3:30])=[CH:28][CH:29]=4)[N:21]=3)[CH2:10][CH2:11][CH2:12][CH2:13][CH2:14]2)[CH:5]=[C:6]([F:8])[CH:7]=1, predict the reactants needed to synthesize it. The reactants are: [F:1][C:2]1[CH:3]=[C:4]([C:9]2([CH2:15][CH2:16][C:17]([OH:19])=O)[CH2:14][CH2:13][CH2:12][CH2:11][CH2:10]2)[CH:5]=[C:6]([F:8])[CH:7]=1.O/[N:21]=[C:22](/[C:24]1[C:25](=[O:31])[NH:26][C:27]([CH3:30])=[CH:28][CH:29]=1)\[NH2:23].C(N=C=NC(C)C)(C)C.CCCC[N+](CCCC)(CCCC)CCCC.[F-].C1C2C(C3ON=C(N)N=3)CN(C2)C1. (5) Given the product [CH:21]1([N:19]2[CH:18]=[C:14]3[N:15]=[CH:16][CH:17]=[C:12]([I:11])[C:13]3=[N:20]2)[CH2:23][CH2:22]1, predict the reactants needed to synthesize it. The reactants are: [Na]N([Si](C)(C)C)[Si](C)(C)C.[I:11][C:12]1[C:13]2[C:14](=[CH:18][NH:19][N:20]=2)[N:15]=[CH:16][CH:17]=1.[CH:21]1(B(O)O)[CH2:23][CH2:22]1. (6) The reactants are: [CH2:1]([N:3]([C:29](=O)[C:30]1[CH:35]=[CH:34][C:33]([OH:36])=[C:32]([F:37])[CH:31]=1)[C:4]1[CH:9]=[C:8]([O:10][CH3:11])[CH:7]=[CH:6][C:5]=1[CH:12]1[CH2:21][CH2:20][C:19]2[CH:18]=[C:17]([O:22]C(=O)C(C)(C)C)[CH:16]=[CH:15][C:14]=2[CH2:13]1)[CH3:2].Cl[CH2:40][C:41]([N:43]1[CH2:48][CH2:47][CH:46]([CH3:49])[CH2:45][CH2:44]1)=O. Given the product [CH2:1]([N:3]([CH2:29][C:30]1[CH:35]=[CH:34][C:33]([O:36][CH2:40][CH2:41][N:43]2[CH2:48][CH2:47][CH:46]([CH3:49])[CH2:45][CH2:44]2)=[C:32]([F:37])[CH:31]=1)[C:4]1[CH:9]=[C:8]([O:10][CH3:11])[CH:7]=[CH:6][C:5]=1[CH:12]1[CH2:21][CH2:20][C:19]2[CH:18]=[C:17]([OH:22])[CH:16]=[CH:15][C:14]=2[CH2:13]1)[CH3:2], predict the reactants needed to synthesize it.